From a dataset of Full USPTO retrosynthesis dataset with 1.9M reactions from patents (1976-2016). Predict the reactants needed to synthesize the given product. (1) Given the product [N:17]12[CH2:24][CH2:23][CH:20]([CH2:21][CH2:22]1)[C@H:19]([O:1][C:2]1[CH:14]=[CH:13][C:12]3[C:11]4[C:6](=[CH:7][C:8]([O:15][C@H:44]5[CH:43]6[CH2:42][CH2:41][N:50]([CH2:61][CH2:57]6)[CH2:39]5)=[CH:9][CH:10]=4)[C:5](=[O:16])[C:4]=3[CH:3]=1)[CH2:18]2, predict the reactants needed to synthesize it. The reactants are: [OH:1][C:2]1[CH:14]=[CH:13][C:12]2[C:11]3[C:6](=[CH:7][C:8]([OH:15])=[CH:9][CH:10]=3)[C:5](=[O:16])[C:4]=2[CH:3]=1.[N:17]12[CH2:24][CH2:23][CH:20]([CH2:21][CH2:22]1)[C@@H:19](O)[CH2:18]2.[C:43]1(P([C:39]2[CH:44]=[CH:43][CH:42]=[CH:41]C=2)[C:43]2[CH:44]=[CH:39]C=[CH:41][CH:42]=2)[CH:44]=[CH:39]C=[CH:41][CH:42]=1.CCOC(/[N:50]=N/C(OCC)=O)=O.[CH2:57]1[CH2:61]OCC1. (2) Given the product [C:1]([CH2:3][CH:4]([CH:5]1[CH2:9][CH2:8][N:7]([C:10]([O:12][CH2:13][C:14]2[CH:15]=[CH:16][CH:17]=[CH:18][CH:19]=2)=[O:11])[CH2:6]1)[N:50]1[CH:54]=[C:53]([C:55]2[C:56]3[CH:63]=[CH:62][N:61]([CH2:64][O:65][CH2:66][CH2:67][Si:68]([CH3:71])([CH3:70])[CH3:69])[C:57]=3[N:58]=[CH:59][N:60]=2)[CH:52]=[N:51]1)#[N:2], predict the reactants needed to synthesize it. The reactants are: [C:1](/[CH:3]=[CH:4]/[CH:5]1[CH2:9][CH2:8][N:7]([C:10]([O:12][CH2:13][C:14]2[CH:19]=[CH:18][CH:17]=[CH:16][CH:15]=2)=[O:11])[CH2:6]1)#[N:2].C(/C=C\C1CCN(C(OCC2C=CC=CC=2)=O)C1)#N.C1CCN2C(=NCCC2)CC1.[NH:50]1[CH:54]=[C:53]([C:55]2[C:56]3[CH:63]=[CH:62][N:61]([CH2:64][O:65][CH2:66][CH2:67][Si:68]([CH3:71])([CH3:70])[CH3:69])[C:57]=3[N:58]=[CH:59][N:60]=2)[CH:52]=[N:51]1. (3) Given the product [NH2:10][C:5]1[N:4]=[C:3]([O:13][CH2:11][CH3:12])[CH:8]=[C:7]([NH2:9])[N:6]=1, predict the reactants needed to synthesize it. The reactants are: [Na].Cl[C:3]1[CH:8]=[C:7]([NH2:9])[N:6]=[C:5]([NH2:10])[N:4]=1.[CH2:11]([OH:13])[CH3:12]. (4) Given the product [C:21]([NH:2][NH:1][C:3]1[CH:4]=[CH:5][C:6]([C:7]([OH:9])=[O:8])=[CH:10][CH:11]=1)([C:22]1[CH:27]=[CH:26][CH:25]=[CH:24][CH:23]=1)([C:34]1[CH:35]=[CH:36][CH:37]=[CH:38][CH:39]=1)[C:28]1[CH:29]=[CH:30][CH:31]=[CH:32][CH:33]=1, predict the reactants needed to synthesize it. The reactants are: [NH:1]([C:3]1[CH:11]=[CH:10][C:6]([C:7]([OH:9])=[O:8])=[CH:5][CH:4]=1)[NH2:2].C(N(C(C)C)CC)(C)C.[C:21](Cl)([C:34]1[CH:39]=[CH:38][CH:37]=[CH:36][CH:35]=1)([C:28]1[CH:33]=[CH:32][CH:31]=[CH:30][CH:29]=1)[C:22]1[CH:27]=[CH:26][CH:25]=[CH:24][CH:23]=1. (5) Given the product [C:20]([O:26][CH2:27][C@H:28]([C:34]1[C:43]([CH3:44])=[CH:42][C:37]2[N:38]=[C:39]([O:10][CH2:3][C:4]3[CH:9]=[CH:8][CH:7]=[CH:6][CH:5]=3)[S:40][C:36]=2[C:35]=1[Br:45])[O:29][C:30]([CH3:33])([CH3:32])[CH3:31])(=[O:25])[C:21]([CH3:24])([CH3:23])[CH3:22], predict the reactants needed to synthesize it. The reactants are: [H-].[Na+].[CH2:3]([OH:10])[C:4]1[CH:9]=[CH:8][CH:7]=[CH:6][CH:5]=1.O(CC1C=CC=CC=1)[Na].[C:20]([O:26][CH2:27][C@H:28]([C:34]1[C:43]([CH3:44])=[CH:42][C:37]2[N:38]=[C:39](Cl)[S:40][C:36]=2[C:35]=1[Br:45])[O:29][C:30]([CH3:33])([CH3:32])[CH3:31])(=[O:25])[C:21]([CH3:24])([CH3:23])[CH3:22].